Dataset: Forward reaction prediction with 1.9M reactions from USPTO patents (1976-2016). Task: Predict the product of the given reaction. (1) Given the reactants [N+:1]([C:4]1[CH:5]=[C:6]([CH:16]=[CH:17][N:18]=1)[C:7]([NH:9][C:10]1[CH:15]=[CH:14][N:13]=[CH:12][CH:11]=1)=[O:8])([O-])=O, predict the reaction product. The product is: [NH2:1][C:4]1[CH:5]=[C:6]([CH:16]=[CH:17][N:18]=1)[C:7]([NH:9][C:10]1[CH:11]=[CH:12][N:13]=[CH:14][CH:15]=1)=[O:8]. (2) Given the reactants [NH2:1][C:2]1[N:7]=[C:6]([NH:8][C@@H:9]([CH2:12][CH2:13][CH3:14])[CH2:10][OH:11])[C:5]([CH2:15][C:16]2[CH:24]=[CH:23][C:19]([C:20](O)=[O:21])=[CH:18][C:17]=2[O:25][CH3:26])=[C:4]([CH3:27])[N:3]=1, predict the reaction product. The product is: [NH2:1][C:2]1[N:7]=[C:6]([NH:8][C@@H:9]([CH2:12][CH2:13][CH3:14])[CH2:10][OH:11])[C:5]([CH2:15][C:16]2[CH:24]=[CH:23][C:19]([CH2:20][OH:21])=[CH:18][C:17]=2[O:25][CH3:26])=[C:4]([CH3:27])[N:3]=1.